From a dataset of Experimentally validated miRNA-target interactions with 360,000+ pairs, plus equal number of negative samples. Binary Classification. Given a miRNA mature sequence and a target amino acid sequence, predict their likelihood of interaction. (1) The protein sequence of the target gene is MAKSGSLSIRVVEGRALPAKDVSGSSDPYCLVKVDDQVVARTATIWRSLSPFWGEEYTVHLPLDFHHLAFYVLDEDTVGHDDIIGKISLSKEAITADPRGIDSWINLSRVDPDAEVQGEVCLDVKLLEDARGRCLRCHVRQARDLAPRDISGTSDPFARVFWGNHSLETSTIKKTRFPHWDEVLELREAPGTTSPLRVELWDWDMVGKNDFLGMVEFTPQTLQQKPPNGWFRLLPFPRAEDSGGSLGALRLKVRLTEDRVLPSQYYQPLMELLLESVQGPAEEDTTSPLALLEELASGDC.... The miRNA is hsa-miR-1587 with sequence UUGGGCUGGGCUGGGUUGGG. Result: 0 (no interaction). (2) The miRNA is ath-miR167a-5p with sequence UGAAGCUGCCAGCAUGAUCUA. The protein sequence of the target gene is MPHSYPALSAEQKKELSDIALRIVAPGKGILAADESVGSMAKRLSQIGVENTEENRRLYRQVLFSADDRVKKCIGGVIFFHETLYQKDDNGVPFVRTIQDKGIVVGIKVDKGVVPLAGTDGETTTQGLDGLSERCAQYKKDGADFAKWRCVLKISERTPSALAILENANVLARYASICQQNGIVPIVEPEILPDGDHDLKRCQYVTEKVLAAVYKALSDHHVYLEGTLLKPNMVTPGHACPIKYTPEEIAMATVTALRRTVPPAVPGVTFLSGGQSEEEASFNLNAINRCPLPRPWALTF.... Result: 0 (no interaction).